From a dataset of Forward reaction prediction with 1.9M reactions from USPTO patents (1976-2016). Predict the product of the given reaction. (1) Given the reactants [Cl:1][C:2]1[CH:3]=[C:4]([C:8]2[O:9][N:10]=[C:11]3[CH:16]=[CH:15][C:14]([C:17]([C:19]4[CH:24]=[CH:23][C:22]([CH3:25])=[CH:21][CH:20]=4)=[O:18])=[CH:13][C:12]=23)[CH:5]=[CH:6][CH:7]=1, predict the reaction product. The product is: [NH2:10][C:11]1[CH:16]=[CH:15][C:14]([C:17](=[O:18])[C:19]2[CH:20]=[CH:21][C:22]([CH3:25])=[CH:23][CH:24]=2)=[CH:13][C:12]=1[C:8]([C:4]1[CH:5]=[CH:6][CH:7]=[C:2]([Cl:1])[CH:3]=1)=[O:9]. (2) The product is: [Cl:1][C:2]1[C:11]([NH:12][S:19]([C:13]2[CH:18]=[CH:17][CH:16]=[CH:15][CH:14]=2)(=[O:21])=[O:20])=[C:10]2[C:5]([CH:6]=[CH:7][CH:8]=[N:9]2)=[CH:4][CH:3]=1. Given the reactants [Cl:1][C:2]1[C:11]([NH2:12])=[C:10]2[C:5]([CH:6]=[CH:7][CH:8]=[N:9]2)=[CH:4][CH:3]=1.[C:13]1([S:19](Cl)(=[O:21])=[O:20])[CH:18]=[CH:17][CH:16]=[CH:15][CH:14]=1, predict the reaction product.